Dataset: Reaction yield outcomes from USPTO patents with 853,638 reactions. Task: Predict the reaction yield, written as a fraction of the theoretical maximum amount of product (1.0 means a 100% yield; for example, 0.34 means a 34% yield). (1) The reactants are [Br:1][C:2]1[CH:3]=[C:4]([C:12]2[O:16][N:15]=[C:14]([C:17]3[CH:18]=[CH:19][C:20]4[O:24][C:23]([C:25]5([NH:33]C(=O)OC(C)(C)C)[CH2:30][O:29]C(C)(C)[O:27][CH2:26]5)=[CH:22][C:21]=4[CH:41]=3)[N:13]=2)[CH:5]=[CH:6][C:7]=1[O:8][CH2:9][CH2:10][CH3:11].ClC1C=C(C2ON=C(C3C=CC4OC(C5(NC(=O)OC(C)(C)C)COC(C)(C)OC5)=CC=4C=3)N=2)C=CC=1OCCC. No catalyst specified. The product is [NH2:33][C:25]([C:23]1[O:24][C:20]2[CH:19]=[CH:18][C:17]([C:14]3[N:13]=[C:12]([C:4]4[CH:5]=[CH:6][C:7]([O:8][CH2:9][CH2:10][CH3:11])=[C:2]([Br:1])[CH:3]=4)[O:16][N:15]=3)=[CH:41][C:21]=2[CH:22]=1)([CH2:26][OH:27])[CH2:30][OH:29]. The yield is 0.100. (2) The yield is 0.930. The catalyst is O1CCOCC1. The product is [Br:1][C:2]1[C:3]([CH2:9][O:10][C:11]2[CH:16]=[CH:15][C:14]([Cl:17])=[C:13]([Cl:18])[CH:12]=2)=[CH:4][C:5]([NH:21][NH2:22])=[N:6][CH:7]=1. The reactants are [Br:1][C:2]1[C:3]([CH2:9][O:10][C:11]2[CH:16]=[CH:15][C:14]([Cl:17])=[C:13]([Cl:18])[CH:12]=2)=[CH:4][C:5](Cl)=[N:6][CH:7]=1.O.O.[NH2:21][NH2:22]. (3) The reactants are [CH3:1][C@@:2]1([OH:22])[CH2:7][CH2:6][C@H:5]2[C@H:8]3[C@H:18]([CH2:19][CH2:20][C@:3]12[CH3:4])[C@:16]1([CH3:17])[CH:11]([CH2:12][C@@H:13]2[O:21][C@@H:14]2[CH2:15]1)[CH2:10][CH2:9]3.O.[NH:24]1[CH2:29][CH2:28][NH:27][CH2:26][CH2:25]1. The catalyst is ClCCl. The product is [CH3:1][C@@:2]1([OH:22])[CH2:7][CH2:6][C@H:5]2[C@H:8]3[C@H:18]([CH2:19][CH2:20][C@:3]12[CH3:4])[C@:16]1([CH3:17])[CH:11]([CH2:12][C@H:13]([OH:21])[C@@H:14]([N:24]2[CH2:29][CH2:28][NH:27][CH2:26][CH2:25]2)[CH2:15]1)[CH2:10][CH2:9]3. The yield is 0.600. (4) The reactants are [Cl:1][C:2]1[CH:10]=[CH:9][C:5]([C:6](Cl)=[O:7])=[CH:4][C:3]=1[N+:11]([O-:13])=[O:12].[CH3:14][N:15]([CH3:19])[CH2:16][CH2:17][NH2:18].C([O-])(O)=O.[Na+]. The catalyst is C1COCC1. The product is [Cl:1][C:2]1[CH:10]=[CH:9][C:5]([C:6]([NH:18][CH2:17][CH2:16][N:15]([CH3:19])[CH3:14])=[O:7])=[CH:4][C:3]=1[N+:11]([O-:13])=[O:12]. The yield is 0.370. (5) The product is [C:12]([C@H:16]1[CH2:21][CH2:20][C@H:19]([O:22][C:23]2[CH:24]=[C:25]3[C:30](=[CH:31][CH:32]=2)[CH:29]=[C:28]([C:33]([N+:35]([O-:37])=[O:36])([CH3:34])[CH2:40][CH2:39][C:38]([O:42][CH3:43])=[O:41])[CH:27]=[CH:26]3)[CH2:18][CH2:17]1)([CH3:13])([CH3:14])[CH3:15]. The catalyst is S([O-])(O)(=O)=O.C([N+](CCCC)(CCCC)CCCC)CCC.C(OC(=O)C)C.O. The reactants are C(=O)([O-])[O-].[K+].[K+].CN(C)C=O.[C:12]([CH:16]1[CH2:21][CH2:20][CH:19]([O:22][C:23]2[CH:32]=[CH:31][C:30]3[C:25](=[CH:26][CH:27]=[C:28]([CH:33]([N+:35]([O-:37])=[O:36])[CH3:34])[CH:29]=3)[CH:24]=2)[CH2:18][CH2:17]1)([CH3:15])([CH3:14])[CH3:13].[C:38]([O:42][CH3:43])(=[O:41])[CH:39]=[CH2:40].[Cl-].[NH4+]. The yield is 0.720. (6) The reactants are C(OC(=O)NC1C(C2C=CC=CC=2)CN([C:19]([C:21]2[N:22]=[C:23]3[C:28]([C:29]([F:32])([F:31])[F:30])=[CH:27][C:26]([C:33]4[CH:37]=[CH:36][O:35][CH:34]=4)=[CH:25][N:24]3[C:38]=2[Cl:39])=[O:20])C1)(C)(C)C.Cl. The catalyst is C(Cl)Cl.CCOCC. The product is [Cl:39][C:38]1[N:24]2[CH:25]=[C:26]([C:33]3[CH:37]=[CH:36][O:35][CH:34]=3)[CH:27]=[C:28]([C:29]([F:31])([F:30])[F:32])[C:23]2=[N:22][C:21]=1[CH:19]=[O:20]. The yield is 0.960. (7) The reactants are [Br-].[F:2][C:3]1[CH:8]=[CH:7][C:6]([CH2:9][CH2:10][P+](C2C=CC=CC=2)(C2C=CC=CC=2)C2C=CC=CC=2)=[CH:5][CH:4]=1.O=[C:31]1[CH2:36][CH2:35][N:34]([C:37]([O:39][CH2:40][C:41]2[CH:46]=[CH:45][CH:44]=[CH:43][CH:42]=2)=[O:38])[CH2:33][CH2:32]1.O. The catalyst is C1COCC1. The product is [CH2:40]([O:39][C:37]([N:34]1[CH2:35][CH2:36][C:31](=[CH:10][CH2:9][C:6]2[CH:5]=[CH:4][C:3]([F:2])=[CH:8][CH:7]=2)[CH2:32][CH2:33]1)=[O:38])[C:41]1[CH:42]=[CH:43][CH:44]=[CH:45][CH:46]=1. The yield is 0.170. (8) The reactants are [Br:1][C:2]1[CH:11]=[C:10]2[C:5]([CH2:6][CH2:7][NH:8][C:9]2=[O:12])=[CH:4][CH:3]=1.[F:13][C:14]1[CH:19]=[CH:18][C:17](I)=[CH:16][CH:15]=1.C(=O)([O-])[O-].[K+].[K+]. The catalyst is CN(C=O)C.[Cu]I. The product is [Br:1][C:2]1[CH:11]=[C:10]2[C:5]([CH2:6][CH2:7][N:8]([C:17]3[CH:18]=[CH:19][C:14]([F:13])=[CH:15][CH:16]=3)[C:9]2=[O:12])=[CH:4][CH:3]=1. The yield is 0.470. (9) The reactants are [N:1]1[CH:6]=[CH:5][CH:4]=[C:3]([NH:7][C:8](=[O:15])OCC(Cl)(Cl)Cl)[CH:2]=1.[N:16]1[CH:21]=[CH:20][CH:19]=[CH:18][C:17]=1[C:22]1[N:26]=[C:25]([N:27]2[CH2:32][CH2:31][NH:30][CH2:29][CH2:28]2)[S:24][N:23]=1.C(N(C(C)C)CC)(C)C.O. The catalyst is CS(C)=O. The product is [N:1]1[CH:6]=[CH:5][CH:4]=[C:3]([NH:7][C:8]([N:30]2[CH2:29][CH2:28][N:27]([C:25]3[S:24][N:23]=[C:22]([C:17]4[CH:18]=[CH:19][CH:20]=[CH:21][N:16]=4)[N:26]=3)[CH2:32][CH2:31]2)=[O:15])[CH:2]=1. The yield is 0.385.